Dataset: Reaction yield outcomes from USPTO patents with 853,638 reactions. Task: Predict the reaction yield, written as a fraction of the theoretical maximum amount of product (1.0 means a 100% yield; for example, 0.34 means a 34% yield). (1) The reactants are CN(C)CCCN=C=NCC.[O:12]1[CH:16]=[CH:15][CH:14]=[C:13]1[C:17]([OH:19])=O.[NH2:20][C@@H:21]([CH2:43][CH:44]1[CH2:49][CH2:48][CH2:47][CH2:46][CH2:45]1)[C:22]([NH:24][C@H:25]1[CH2:31][CH2:30][C@@H:29]([CH3:32])[N:28]([S:33]([C:36]2[CH:41]=[CH:40][CH:39]=[CH:38][N:37]=2)(=[O:35])=[O:34])[CH2:27][C@@H:26]1[OH:42])=[O:23].C(N(C(C)C)CC)(C)C.OC1C2N=NNC=2C=CC=1. The catalyst is CN(C=O)C.CCOC(C)=O. The product is [CH:44]1([CH2:43][C@H:21]([NH:20][C:17]([C:13]2[O:12][CH:16]=[CH:15][CH:14]=2)=[O:19])[C:22](=[O:23])[NH:24][C@H:25]2[CH2:31][CH2:30][C@@H:29]([CH3:32])[N:28]([S:33]([C:36]3[CH:41]=[CH:40][CH:39]=[CH:38][N:37]=3)(=[O:34])=[O:35])[CH2:27][C@@H:26]2[OH:42])[CH2:49][CH2:48][CH2:47][CH2:46][CH2:45]1. The yield is 0.950. (2) No catalyst specified. The product is [Cl:1][C:2]1[N:6]([CH2:7][CH:8]2[CH2:15][CH2:14]2)[N:5]=[CH:4][C:3]=1[N+:11]([O-:13])=[O:12]. The reactants are [Cl:1][C:2]1[N:6]([CH2:7][CH:8](F)F)[N:5]=[CH:4][C:3]=1[N+:11]([O-:13])=[O:12].[CH:14]1(CN2C=C([N+]([O-])=O)C=N2)C[CH2:15]1. The yield is 0.560. (3) The reactants are [OH:1][C:2]1[CH:3]=[CH:4][C:5]2[O:9][C:8]([C:10](=[O:14])[CH:11]([CH3:13])[CH3:12])=[C:7]([CH3:15])[C:6]=2[CH:16]=1.[BH4-].[Na+]. The catalyst is O1CCCC1.CO. The product is [OH:1][C:2]1[CH:3]=[CH:4][C:5]2[O:9][C:8]([CH:10]([OH:14])[CH:11]([CH3:12])[CH3:13])=[C:7]([CH3:15])[C:6]=2[CH:16]=1. The yield is 0.650. (4) The reactants are [CH:1]1([CH2:4][O:5][NH:6][C:7]([C:9]2[C:22]([NH:23][C:24]3[CH:29]=[CH:28][C:27]([Br:30])=[CH:26][C:25]=3[CH3:31])=[C:21]([F:32])[C:12]3[N:13]=[CH:14][N:15]([CH2:16][CH2:17][CH2:18][CH:19]=O)[C:11]=3[CH:10]=2)=[O:8])[CH2:3][CH2:2]1.[CH3:33][N:34]1[CH2:39][CH2:38][NH:37][CH2:36][CH2:35]1.CC(O)=O.C(O[BH-](OC(=O)C)OC(=O)C)(=O)C.C[N+](C)(C)C. The catalyst is CC#N.C(OCC)(=O)C. The product is [CH:1]1([CH2:4][O:5][NH:6][C:7]([C:9]2[C:22]([NH:23][C:24]3[CH:29]=[CH:28][C:27]([Br:30])=[CH:26][C:25]=3[CH3:31])=[C:21]([F:32])[C:12]3[N:13]=[CH:14][N:15]([CH2:16][CH2:17][CH2:18][CH2:19][N:37]4[CH2:38][CH2:39][N:34]([CH3:33])[CH2:35][CH2:36]4)[C:11]=3[CH:10]=2)=[O:8])[CH2:2][CH2:3]1. The yield is 0.690.